From a dataset of Experimentally validated miRNA-target interactions with 360,000+ pairs, plus equal number of negative samples. Binary Classification. Given a miRNA mature sequence and a target amino acid sequence, predict their likelihood of interaction. (1) The miRNA is hsa-miR-548h-3p with sequence CAAAAACCGCAAUUACUUUUGCA. The protein sequence of the target gene is MAGVGPGGYAAEFVPPPECPVFEPSWEEFTDPLSFIGRIRPLAEKTGICKIRPPKDWQPPFACEVKSFRFTPRVQRLNELEAMTRVRLDFLDQLAKFWELQGSTLKIPVVERKILDLYALSKIVASKGGFEMVTKEKKWSKVGSRLGYLPGKGTGSLLKSHYERILYPYELFQSGVSLMGVQMPNLDLKEKVEPEVLSTDTQTSPEPGTRMNILPKRTRRVKTQSESGDVSRNTELKKLQIFGAGPKVVGLAMGTKDKEDEVTRRRKVTNRSDAFNMQMRQRKGTLSVNFVDLYVCMFCG.... Result: 1 (interaction). (2) The miRNA is mmu-miR-9768-3p with sequence ACUGCCUUCCUUUGUGUGGCCCAG. The protein sequence of the target gene is MAAATASPRSLLVLLQVVVLALAQIRGPPGERGPPGPPGPPGVPGSDGIDGDNGPPGKAGPPGPKGEPGKAGPDGPDGKPGIDGLTGAKGEPGPMGIPGVKGQPGLPGPPGLPGPGFAGPPGPPGPVGLPGEIGIRGPKGDPGPDGPSGPPGPPGKPGRPGTIQGLEGSADFLCPTNCPPGMKGPPGLQGVKGHAGKRGILGDPGHQGKPGPKGDVGASGEQGIPGPPGPQGIRGYPGMAGPKGETGPHGYKGMVGAIGATGPPGEEGPRGPPGRAGEKGDEGSPGIRGPQGITGPKGAT.... Result: 0 (no interaction). (3) The miRNA is hsa-miR-25-3p with sequence CAUUGCACUUGUCUCGGUCUGA. The protein sequence of the target gene is MAMRELVEAECGGANPLMKLAGHFTQDKALRQEGLRPGPWPPGAPASEAASKPLGVASEDELVAEFLQDQNAPLVSRAPQTFKMDDLLAEMQQIEQSNFRQAPQRAPGVADLALSENWAQEFLAAGDAVDVTQDYNETDWSQEFISEVTDPLSVSPARWAEEYLEQSEEKLWLGEPEGTATDRWYDEYHPEEDLQHTASDFVAKVDDPKLANSEFLKFVRQIGEGQVSLESGAGSGRAQAEQWAAEFIQQQGTSDAWVDQFTRPVNTSALDMEFERAKSAIESDVDFWDKLQAELEEMAK.... Result: 1 (interaction). (4) The miRNA is hsa-miR-548aj-5p with sequence UGCAAAAGUAAUUGCAGUUUUUG. The protein sequence of the target gene is MAKTYDYLFKLLLIGDSGVGKTCLLFRFSEDAFNTTFISTIGIDFKIRTIELDGKKIKLQIWDTAGQERFRTITTAYYRGAMGIMLVYDITNEKSFDNIKNWIRNIEEHASSDVERMILGNKCDMNDKRQVSKERGEKLAIDYGIKFLETSAKSSANVEEAFFTLARDIMTKLNRKMNDSNSAGAGGPVKITENRSKKTSFFRCSLL. Result: 1 (interaction).